From a dataset of Catalyst prediction with 721,799 reactions and 888 catalyst types from USPTO. Predict which catalyst facilitates the given reaction. (1) Reactant: [OH:1][CH2:2][CH2:3][C:4]1[CH:13]=[CH:12][C:11]2[C:6](=[CH:7][C:8]([O:18][CH3:19])=[C:9]([O:16][CH3:17])[C:10]=2[O:14][CH3:15])[CH:5]=1.[CH3:20][S:21](Cl)(=[O:23])=[O:22].Cl. Product: [CH3:20][S:21]([O:1][CH2:2][CH2:3][C:4]1[CH:13]=[CH:12][C:11]2[C:6](=[CH:7][C:8]([O:18][CH3:19])=[C:9]([O:16][CH3:17])[C:10]=2[O:14][CH3:15])[CH:5]=1)(=[O:23])=[O:22]. The catalyst class is: 17. (2) Reactant: [NH2:1][C:2]1[C:3]([C:15]([NH2:17])=[O:16])=[N:4][N:5]([C:7]2[CH:12]=[CH:11][CH:10]=[C:9]([Cl:13])[C:8]=2[F:14])[CH:6]=1.[O-:18][C:19]#[N:20].[K+].C(O)(C)C.O.C(O)(=O)C. Product: [Cl:13][C:9]1[C:8]([F:14])=[C:7]([N:5]2[CH:6]=[C:2]([NH:1][C:19]([NH2:20])=[O:18])[C:3]([C:15]([NH2:17])=[O:16])=[N:4]2)[CH:12]=[CH:11][CH:10]=1. The catalyst class is: 6. (3) Reactant: [C:1]([C:5]1[N:10]=[C:9]([N:11]2[CH2:16][CH2:15][N:14]([CH2:17][CH2:18][CH2:19][CH2:20][NH2:21])[CH2:13][CH2:12]2)[CH:8]=[C:7]([C:22]([F:25])([F:24])[F:23])[N:6]=1)([CH3:4])([CH3:3])[CH3:2].C1N=CN([C:31]([N:33]2[CH:37]=N[CH:35]=[CH:34]2)=[O:32])C=1.[CH3:38][O:39][C:40]1[CH:41]=C2[C:46](=[CH:47][CH:48]=1)CNC2. Product: [C:1]([C:5]1[N:10]=[C:9]([N:11]2[CH2:16][CH2:15][N:14]([CH2:17][CH2:18][CH2:19][CH2:20][NH:21][C:31]([N:33]3[CH2:34][C:35]4[C:46](=[CH:47][CH:48]=[C:40]([O:39][CH3:38])[CH:41]=4)[CH2:37]3)=[O:32])[CH2:13][CH2:12]2)[CH:8]=[C:7]([C:22]([F:24])([F:25])[F:23])[N:6]=1)([CH3:4])([CH3:2])[CH3:3]. The catalyst class is: 147. (4) Reactant: [Cl:1][C:2]1[N:7]=[N:6][C:5]([C:8](OCC)=[O:9])=[C:4]([NH:13][C:14]2[CH:19]=[C:18]([CH3:20])[CH:17]=[C:16]([CH3:21])[N:15]=2)[CH:3]=1.[NH3:22]. Product: [Cl:1][C:2]1[N:7]=[N:6][C:5]([C:8]([NH2:22])=[O:9])=[C:4]([NH:13][C:14]2[CH:19]=[C:18]([CH3:20])[CH:17]=[C:16]([CH3:21])[N:15]=2)[CH:3]=1. The catalyst class is: 5. (5) Reactant: [C:1]([C:5]1[CH:10]=[C:9]([N+:11]([O-:13])=[O:12])[C:8]([OH:14])=[C:7]([CH3:15])[CH:6]=1)([CH3:4])([CH3:3])[CH3:2].[C:16]([O-])([O-])=O.[K+].[K+].CI. Product: [C:1]([C:5]1[CH:10]=[C:9]([N+:11]([O-:13])=[O:12])[C:8]([O:14][CH3:16])=[C:7]([CH3:15])[CH:6]=1)([CH3:4])([CH3:3])[CH3:2]. The catalyst class is: 21. (6) Reactant: [Cl:1][C:2]1[CH:3]=[CH:4][C:5]([S:8][C:9]2[O:13][C:12]([C:14]3[CH:19]=[CH:18][C:17]([F:20])=[CH:16][CH:15]=3)=[N:11][C:10]=2[CH2:21]O)=[N:6][CH:7]=1.N1C=CN=C1.C1C=CC(P(C2C=CC=CC=2)C2C=CC=CC=2)=CC=1.C(Br)(Br)(Br)[Br:48]. Product: [Br:48][CH2:21][C:10]1[N:11]=[C:12]([C:14]2[CH:19]=[CH:18][C:17]([F:20])=[CH:16][CH:15]=2)[O:13][C:9]=1[S:8][C:5]1[CH:4]=[CH:3][C:2]([Cl:1])=[CH:7][N:6]=1. The catalyst class is: 34.